This data is from Catalyst prediction with 721,799 reactions and 888 catalyst types from USPTO. The task is: Predict which catalyst facilitates the given reaction. (1) Reactant: C[Al](C)C.[N:5]1[C:14]2[C:9](=[CH:10][CH:11]=[CH:12][CH:13]=2)[CH:8]=[CH:7][C:6]=1[NH2:15].C[O:17][C:18]([C:20]1[CH:28]=[C:27]2[C:23]([CH:24]=[C:25]([C:29]3[C:34]([Cl:35])=[CH:33][C:32]([N:36]4[CH2:41][CH2:40][O:39][CH2:38][CH2:37]4)=[CH:31][C:30]=3[Cl:42])[NH:26]2)=[CH:22][CH:21]=1)=O.C[Al](C)C.N1C2C(=CC=CC=2)C=CC=1N. Product: [N:5]1[C:14]2[C:9](=[CH:10][CH:11]=[CH:12][CH:13]=2)[CH:8]=[CH:7][C:6]=1[NH:15][C:18]([C:20]1[CH:28]=[C:27]2[C:23]([CH:24]=[C:25]([C:29]3[C:30]([Cl:42])=[CH:31][C:32]([N:36]4[CH2:41][CH2:40][O:39][CH2:38][CH2:37]4)=[CH:33][C:34]=3[Cl:35])[NH:26]2)=[CH:22][CH:21]=1)=[O:17]. The catalyst class is: 11. (2) Reactant: C(O[C:4]([C:6]1[CH:7]=[C:8]2[C:12](=[CH:13][CH:14]=1)[NH:11][N:10]=[C:9]2[C:15]1[CH:24]=[CH:23][C:22]2[C:17](=[CH:18][CH:19]=[C:20]([O:25][CH2:26][CH2:27][N:28]3[CH2:32][CH2:31][CH2:30][CH2:29]3)[CH:21]=2)[CH:16]=1)=[NH:5])C.[CH3:33][CH:34]([CH3:40])[CH2:35][C:36]([NH:38][NH2:39])=O.C(N(CC)CC)C. Product: [CH2:35]([C:36]1[NH:38][N:39]=[C:4]([C:6]2[CH:7]=[C:8]3[C:12](=[CH:13][CH:14]=2)[NH:11][N:10]=[C:9]3[C:15]2[CH:24]=[CH:23][C:22]3[C:17](=[CH:18][CH:19]=[C:20]([O:25][CH2:26][CH2:27][N:28]4[CH2:29][CH2:30][CH2:31][CH2:32]4)[CH:21]=3)[CH:16]=2)[N:5]=1)[CH:34]([CH3:40])[CH3:33]. The catalyst class is: 5. (3) Reactant: C([O:8][C:9]1[CH:14]=[C:13]([CH:15]([C:17]2[C:22]([CH3:23])=[CH:21][C:20]([CH3:24])=[CH:19][C:18]=2[CH3:25])[CH3:16])[CH:12]=[CH:11][C:10]=1[N:26]1[S:30](=[O:32])(=[O:31])[NH:29][C:28](=[O:33])[CH2:27]1)C1C=CC=CC=1.C([O-])([O-])=O.[K+].[K+].O. Product: [OH:8][C:9]1[CH:14]=[C:13]([CH:15]([C:17]2[C:22]([CH3:23])=[CH:21][C:20]([CH3:24])=[CH:19][C:18]=2[CH3:25])[CH3:16])[CH:12]=[CH:11][C:10]=1[N:26]1[S:30](=[O:32])(=[O:31])[NH:29][C:28](=[O:33])[CH2:27]1. The catalyst class is: 50.